From a dataset of Catalyst prediction with 721,799 reactions and 888 catalyst types from USPTO. Predict which catalyst facilitates the given reaction. (1) Reactant: O=[C:2]([CH:6]1[CH2:11][CH2:10][O:9][CH2:8][CH2:7]1)[CH2:3][C:4]#[N:5].Cl.[C:13]1([NH:19][NH2:20])[CH:18]=[CH:17][CH:16]=[CH:15][CH:14]=1.CCOCC. Product: [C:13]1([N:19]2[C:4]([NH2:5])=[CH:3][C:2]([CH:6]3[CH2:11][CH2:10][O:9][CH2:8][CH2:7]3)=[N:20]2)[CH:18]=[CH:17][CH:16]=[CH:15][CH:14]=1. The catalyst class is: 14. (2) Reactant: [Cl:1][C:2]1[C:3]([OH:11])=[C:4]([C:8](=O)[CH3:9])[CH:5]=[CH:6][CH:7]=1.C([N:19]1[CH2:24][CH2:23][C:22](=O)[CH2:21][CH2:20]1)(OC(C)(C)C)=O.N1CCCC1. The catalyst class is: 113. Product: [Cl-:1].[Cl:1][C:2]1[CH:7]=[CH:6][CH:5]=[C:4]2[C:3]=1[O:11][C:22]1([CH2:23][CH2:24][NH2+:19][CH2:20][CH2:21]1)[CH2:9][CH2:8]2.